Dataset: Forward reaction prediction with 1.9M reactions from USPTO patents (1976-2016). Task: Predict the product of the given reaction. (1) Given the reactants [CH3:1][O:2][C:3]1[CH:4]=[C:5]([CH:8]=[CH:9][CH:10]=1)[CH2:6][NH2:7].[S:11]1[CH:15]=[CH:14][CH:13]=[C:12]1[CH:16]=O.S([O-])([O-])(=O)=O.[Mg+2].[BH4-].[Na+].[ClH:26], predict the reaction product. The product is: [ClH:26].[CH3:1][O:2][C:3]1[CH:4]=[C:5]([CH2:6][NH:7][CH2:16][C:12]2[S:11][CH:15]=[CH:14][CH:13]=2)[CH:8]=[CH:9][CH:10]=1. (2) Given the reactants CC1C=C(O)N2N=CC=C2N=1.CC1C=C(O)N2C=CN=C2N=1.[CH3:23][C:24]1[CH:29]=[C:28]([OH:30])[N:27]2[N:31]=[CH:32][N:33]=[C:26]2[N:25]=1.P(Cl)(Cl)(Cl)=O.Cl, predict the reaction product. The product is: [CH3:23][C:24]1[CH:29]=[C:28]([OH:30])[N:27]2[N:31]=[CH:32][N:33]=[C:26]2[N:25]=1.